This data is from Forward reaction prediction with 1.9M reactions from USPTO patents (1976-2016). The task is: Predict the product of the given reaction. (1) Given the reactants [H-].[Na+].[Si:3]([O:10][CH2:11][C:12]1[CH:19]=[CH:18][C:15]([CH:16]=O)=[CH:14][C:13]=1[Cl:20])([C:6]([CH3:9])([CH3:8])[CH3:7])([CH3:5])[CH3:4].[CH2:21](P(=O)(OCC)OCC)[C:22]1[CH:27]=[CH:26][CH:25]=[CH:24][CH:23]=1.O, predict the reaction product. The product is: [Si:3]([O:10][CH2:11][C:12]1[CH:19]=[CH:18][C:15](/[CH:16]=[CH:21]/[C:22]2[CH:27]=[CH:26][CH:25]=[CH:24][CH:23]=2)=[CH:14][C:13]=1[Cl:20])([C:6]([CH3:9])([CH3:8])[CH3:7])([CH3:5])[CH3:4]. (2) The product is: [CH2:7]([O:6][C:4](=[O:5])[C:3]([C:1]#[N:2])=[CH2:12])[CH3:8]. Given the reactants [C:1]([CH2:3][C:4]([O:6][CH2:7][CH3:8])=[O:5])#[N:2].C=O.N1CCCC[CH2:12]1.O=P12OP3(OP(OP(O3)(O1)=O)(=O)O2)=O.C1(C=CC(O)=CC=1)O.C1(C)C=CC(S(O)(=O)=O)=CC=1.P(=O)(O)(O)O, predict the reaction product.